From a dataset of hERG potassium channel inhibition data for cardiac toxicity prediction from Karim et al.. Regression/Classification. Given a drug SMILES string, predict its toxicity properties. Task type varies by dataset: regression for continuous values (e.g., LD50, hERG inhibition percentage) or binary classification for toxic/non-toxic outcomes (e.g., AMES mutagenicity, cardiotoxicity, hepatotoxicity). Dataset: herg_karim. (1) The molecule is CN1CC2CC1CN2c1ccc(-c2ccc3cc[nH]c3c2)nn1. The result is 0 (non-blocker). (2) The molecule is Cc1ccc(S(=O)(=O)C[C@@H]2C[C@H](N(C)C(C)C)CC[C@@H]2N2CC[C@H](NC(=O)c3cccc(C(F)(F)F)c3)C2=O)cc1. The result is 1 (blocker). (3) The compound is Cc1nc(NC(=O)N2CCC[C@H]2C(N)=O)sc1-c1csc(C(C)(C)C)n1. The result is 0 (non-blocker). (4) The drug is Cc1ccc2c(-c3nnc(SCCCN4CCc5c(Cl)cc6oc(C)nc6c5CC4)n3C)cccc2n1. The result is 1 (blocker). (5) The compound is O=C(NC1CCCC(O)C1)c1noc(-c2ccc(C(F)(F)F)cc2)c1CNCC1CC1. The result is 1 (blocker). (6) The compound is CC(C)(C)c1ccc(CSc2nc(N)cc(=O)[nH]2)cc1. The result is 0 (non-blocker).